Task: Predict the reaction yield, written as a fraction of the theoretical maximum amount of product (1.0 means a 100% yield; for example, 0.34 means a 34% yield).. Dataset: Reaction yield outcomes from USPTO patents with 853,638 reactions The yield is 0.880. The product is [Br:35][C:6]1[CH:7]=[C:8]2[CH:13]3[CH2:14][N:15]([C:18]([O:20][CH2:21][CH3:22])=[O:19])[CH2:16][CH2:17][CH:12]3[N:10]3[CH2:11][CH:2]([CH3:1])[N:3]([C:23]([O:25][CH2:26][CH3:27])=[O:24])[C:4]([CH:5]=1)=[C:9]23. The reactants are [CH3:1][CH:2]1[CH2:11][N:10]2[CH:12]3[CH2:17][CH2:16][N:15]([C:18]([O:20][CH2:21][CH3:22])=[O:19])[CH2:14][CH:13]3[C:8]3[C:9]2=[C:4]([CH:5]=[CH:6][CH:7]=3)[N:3]1[C:23]([O:25][CH2:26][CH3:27])=[O:24].C1C(=O)N([Br:35])C(=O)C1. The catalyst is CN(C=O)C.O.